From a dataset of Full USPTO retrosynthesis dataset with 1.9M reactions from patents (1976-2016). Predict the reactants needed to synthesize the given product. (1) Given the product [NH2:14][CH2:13][CH2:12][CH2:11][N:7]1[C:8]2[C:4](=[CH:3][C:2]([Br:1])=[CH:10][CH:9]=2)[C:5]2([O:16][CH2:17][CH2:18][CH2:19][O:20]2)[C:6]1=[O:15], predict the reactants needed to synthesize it. The reactants are: [Br:1][C:2]1[CH:3]=[C:4]2[C:8](=[CH:9][CH:10]=1)[N:7]([CH2:11][CH2:12][C:13]#[N:14])[C:6](=[O:15])[C:5]12[O:20][CH2:19][CH2:18][CH2:17][O:16]1.N.C1COCC1. (2) Given the product [CH2:20]([O:14][C:13]([C:3]1[C:4]([C:7]2[CH:12]=[CH:11][CH:10]=[CH:9][CH:8]=2)=[N:5][O:6][C:2]=1[CH3:1])=[O:15])[CH3:21], predict the reactants needed to synthesize it. The reactants are: [CH3:1][C:2]1[O:6][N:5]=[C:4]([C:7]2[CH:12]=[CH:11][CH:10]=[CH:9][CH:8]=2)[C:3]=1[C:13]([OH:15])=[O:14].S(Cl)(Cl)=O.[CH2:20](O)[CH3:21]. (3) Given the product [CH3:1][O:2][C:3]1[CH:4]=[C:5]([CH:23]=[CH:24][C:25]=1[O:26][CH3:27])[CH2:6][CH:7]1[C:16]2[C:11](=[CH:12][C:13]([O:21][CH3:22])=[C:14]([O:19][CH3:20])[C:15]=2[O:17][CH3:18])[CH2:10][CH2:9][N:8]1[CH2:29][C:30]([NH:40][CH2:39][C:34]1[CH:35]=[CH:36][CH:37]=[CH:38][N:33]=1)=[O:31], predict the reactants needed to synthesize it. The reactants are: [CH3:1][O:2][C:3]1[CH:4]=[C:5]([CH:23]=[CH:24][C:25]=1[O:26][CH3:27])[CH2:6][CH:7]1[C:16]2[C:11](=[CH:12][C:13]([O:21][CH3:22])=[C:14]([O:19][CH3:20])[C:15]=2[O:17][CH3:18])[CH2:10][CH2:9][NH:8]1.Br[CH2:29][C:30](Br)=[O:31].[N:33]1[CH:38]=[CH:37][CH:36]=[CH:35][C:34]=1[CH2:39][NH2:40]. (4) Given the product [Br:1][C:2]1[C:7]([C:8]([NH2:10])=[O:9])=[CH:6][C:5]([NH:11][C:12]([NH:14][CH:15]([CH2:18][CH3:19])[CH3:16])=[O:13])=[N:4][CH:3]=1, predict the reactants needed to synthesize it. The reactants are: [Br:1][C:2]1[C:7]([C:8]([NH2:10])=[O:9])=[CH:6][C:5]([NH:11][C:12]([NH:14][CH2:15][CH3:16])=[O:13])=[N:4][CH:3]=1.N[C:18]1[CH:19]=C(C(Br)=CN=1)C(OC)=O.N(C(CC)C)=C=O.N. (5) Given the product [NH2:1][C:2]1[C:11]([C:12]2[S:13][C:14]3[CH:20]=[CH:19][C:18]([NH:21][C:31]([NH:30][C:24]4[CH:25]=[C:26]([CH3:29])[CH:27]=[CH:28][C:23]=4[F:22])=[O:32])=[CH:17][C:15]=3[CH:16]=2)=[CH:10][C:5]([C:6]([O:8][CH3:9])=[O:7])=[CH:4][N:3]=1, predict the reactants needed to synthesize it. The reactants are: [NH2:1][C:2]1[C:11]([C:12]2[S:13][C:14]3[CH:20]=[CH:19][C:18]([NH2:21])=[CH:17][C:15]=3[CH:16]=2)=[CH:10][C:5]([C:6]([O:8][CH3:9])=[O:7])=[CH:4][N:3]=1.[F:22][C:23]1[CH:28]=[CH:27][C:26]([CH3:29])=[CH:25][C:24]=1[N:30]=[C:31]=[O:32]. (6) Given the product [C:15]([C:13]1[C:12]([C:22]2[CH:23]=[N:24][CH:25]=[CH:26][CH:27]=2)=[N:11][NH:10][CH:14]=1)#[C:16][CH2:17][CH2:18][CH2:19][CH2:20][CH3:21], predict the reactants needed to synthesize it. The reactants are: C1(S([N:10]2[CH:14]=[C:13]([C:15]#[C:16][CH2:17][CH2:18][CH2:19][CH2:20][CH3:21])[C:12]([C:22]3[CH:23]=[N:24][CH:25]=[CH:26][CH:27]=3)=[N:11]2)(=O)=O)C=CC=CC=1.C1(S(N2C=C(C#CCCCC)C(C3C=NC=CC=3)=N2)(=O)=O)C=CC=CC=1.C(C1C(C2CN(C)CCC=2)=NNC=1)#CCCCC.